From a dataset of Drug-target binding data from BindingDB using Ki measurements. Regression. Given a target protein amino acid sequence and a drug SMILES string, predict the binding affinity score between them. We predict pKi (pKi = -log10(Ki in M); higher means stronger inhibition). Dataset: bindingdb_ki. The target protein (P34970) has sequence MPPSISAFQAAYIGIEVLIALVSVPGNVLVIWAVKVNQALRDATFCFIVSLAVADVAVGALVIPLAILINIGPETYFHTCLMVACPVLILTQSSILALLAIAVDRYLRVKIPLRYKAVVTPRRAAVAIAGCWILSLVVGLTPMFGWNNLREVQRAWAANGSVGEPVIKCEFEKVISMEYMVYFNFFVWVLPPLLLMVLIYLEVFYLIRRQLSKKASASSGDPHKYYGKELKIAKSLALILFLFALSWLPLHILNCVTLFCPSCQKPSILVYTAIFLTHGNSAMNPIVYAFRIHKFRVTFLKIWNDHFRCRPAPAGDGDEDLPEEKPND. The pKi is 8.6. The drug is OC[C@H]1O[C@@H](n2cnc3c(NC4CCC[C@H]4OCc4cccc(F)c4)ncnc32)[C@H](O)[C@@H]1O.